From a dataset of Forward reaction prediction with 1.9M reactions from USPTO patents (1976-2016). Predict the product of the given reaction. (1) The product is: [Cl:20][CH2:21][C:22]1[CH:23]=[C:24]([CH:28]=[CH:29][N:30]=1)[C:25]([NH:17][C:14]1[S:15][C:16]2[C:8]([CH:6]3[CH2:5][O:4][CH2:3][CH2:2][O:1][CH2:7]3)=[CH:9][CH:10]=[C:11]([O:18][CH3:19])[C:12]=2[N:13]=1)=[O:26]. Given the reactants [O:1]1[CH2:7][CH:6]([C:8]2[C:16]3[S:15][C:14]([NH2:17])=[N:13][C:12]=3[C:11]([O:18][CH3:19])=[CH:10][CH:9]=2)[CH2:5][O:4][CH2:3][CH2:2]1.[Cl:20][CH2:21][C:22]1[CH:23]=[C:24]([CH:28]=[CH:29][N:30]=1)[C:25](O)=[O:26].O1CC(C2C3SC(NC(C4SC(C)=CC=4)=O)=NC=3C(OC)=CC=2)COCC1, predict the reaction product. (2) Given the reactants S(Cl)(Cl)(=O)=O.[NH:6]1[CH2:10][CH2:9][CH2:8][C@H:7]1[CH2:11]O.[CH2:13]([N:15](CC)[CH2:16]C)C, predict the reaction product. The product is: [CH3:13][N:15]([CH2:11][C@@H:7]1[CH2:8][CH2:9][CH2:10][NH:6]1)[CH3:16]. (3) Given the reactants [C:1]([C:5]1[CH:6]=[C:7]([NH:18][C:19]([NH:21][C:22]2[C:31]3[C:26](=[CH:27][CH:28]=[CH:29][CH:30]=3)[C:25]([O:32][C:33]3[CH:38]=[CH:37][N:36]=[C:35](Cl)[N:34]=3)=[CH:24][CH:23]=2)=[O:20])[C:8]([O:16][CH3:17])=[C:9]([NH:11][S:12]([CH3:15])(=[O:14])=[O:13])[CH:10]=1)([CH3:4])([CH3:3])[CH3:2].[CH3:40][N:41]([CH3:60])[CH2:42][CH2:43][O:44][CH2:45][CH2:46][O:47][CH2:48][CH2:49][O:50][C:51]1[CH:52]=[C:53]([CH:55]=[C:56]([O:58][CH3:59])[CH:57]=1)[NH2:54], predict the reaction product. The product is: [C:1]([C:5]1[CH:6]=[C:7]([NH:18][C:19]([NH:21][C:22]2[C:31]3[C:26](=[CH:27][CH:28]=[CH:29][CH:30]=3)[C:25]([O:32][C:33]3[CH:38]=[CH:37][N:36]=[C:35]([NH:54][C:53]4[CH:55]=[C:56]([O:58][CH3:59])[CH:57]=[C:51]([O:50][CH2:49][CH2:48][O:47][CH2:46][CH2:45][O:44][CH2:43][CH2:42][N:41]([CH3:40])[CH3:60])[CH:52]=4)[N:34]=3)=[CH:24][CH:23]=2)=[O:20])[C:8]([O:16][CH3:17])=[C:9]([NH:11][S:12]([CH3:15])(=[O:14])=[O:13])[CH:10]=1)([CH3:4])([CH3:3])[CH3:2].